This data is from Reaction yield outcomes from USPTO patents with 853,638 reactions. The task is: Predict the reaction yield, written as a fraction of the theoretical maximum amount of product (1.0 means a 100% yield; for example, 0.34 means a 34% yield). (1) The reactants are [CH3:1][C:2]([C:10]1[O:14][CH:13]=[N:12][CH:11]=1)([C:4]1[CH:9]=[CH:8][CH:7]=[CH:6][CH:5]=1)[CH3:3].[Cl:15][S:16](O)(=[O:18])=[O:17]. No catalyst specified. The product is [CH3:3][C:2]([C:4]1[CH:9]=[CH:8][C:7]([S:16]([Cl:15])(=[O:18])=[O:17])=[CH:6][CH:5]=1)([C:10]1[O:14][CH:13]=[N:12][CH:11]=1)[CH3:1]. The yield is 0.630. (2) The reactants are [O:1]=[C:2]1[CH:6]([CH2:7][CH2:8][C:9]([O:11]CC)=[O:10])[CH2:5][CH2:4][S:3]1.[OH-:14].[Na+]. The catalyst is C1COCC1. The product is [SH:3][CH2:4][CH2:5][CH:6]([CH2:7][CH2:8][C:9]([OH:11])=[O:10])[C:2]([OH:1])=[O:14]. The yield is 0.200. (3) The reactants are C[O:2][C:3]([C:5]1[CH2:14][C:13](=[O:15])[C:12]2[C:7](=[CH:8][C:9]([CH3:17])=[C:10]([Cl:16])[CH:11]=2)[N:6]=1)=[O:4].[OH-].[Li+]. The catalyst is CO.O. The product is [C:3]([C:5]1[CH2:14][C:13](=[O:15])[C:12]2[C:7](=[CH:8][C:9]([CH3:17])=[C:10]([Cl:16])[CH:11]=2)[N:6]=1)([OH:4])=[O:2]. The yield is 0.880.